Dataset: Reaction yield outcomes from USPTO patents with 853,638 reactions. Task: Predict the reaction yield, written as a fraction of the theoretical maximum amount of product (1.0 means a 100% yield; for example, 0.34 means a 34% yield). (1) The reactants are [CH2:1]([N:8]1[CH2:13][CH2:12][CH2:11][CH:10]([NH:14][NH:15]C(OC(C)(C)C)=O)[CH2:9]1)[C:2]1[CH:7]=[CH:6][CH:5]=[CH:4][CH:3]=1.[ClH:23]. No catalyst specified. The product is [ClH:23].[CH2:1]([N:8]1[CH2:13][CH2:12][CH2:11][CH:10]([NH:14][NH2:15])[CH2:9]1)[C:2]1[CH:3]=[CH:4][CH:5]=[CH:6][CH:7]=1. The yield is 1.12. (2) The reactants are Cl.[C:2]([NH2:5])(=[NH:4])[CH3:3].C[O-].[Na+].[C:9]([C:11]1[CH:16]=[CH:15][CH:14]=[CH:13][C:12]=1[C:17]1[CH:22]=[CH:21][C:20]([CH2:23][CH:24]([C:30](=O)[CH2:31][CH2:32][CH3:33])[C:25](OCC)=[O:26])=[CH:19][CH:18]=1)#[N:10].[Cl-].[NH4+]. The catalyst is CO.C(OCC)(=O)C. The product is [CH3:3][C:2]1[NH:4][C:25](=[O:26])[C:24]([CH2:23][C:20]2[CH:21]=[CH:22][C:17]([C:12]3[C:11]([C:9]#[N:10])=[CH:16][CH:15]=[CH:14][CH:13]=3)=[CH:18][CH:19]=2)=[C:30]([CH2:31][CH2:32][CH3:33])[N:5]=1. The yield is 0.820. (3) The reactants are CC1C=CC(S(O)(=O)=O)=CC=1.[C:12]([C:16]1[CH:17]=[C:18]([C:26]2[CH:34]=[C:33]([CH3:35])[CH:32]=[C:31]3[C:27]=2[CH2:28][CH:29]([CH3:38])[CH:30]3OC)[CH:19]=[C:20]([C:22]([CH3:25])([CH3:24])[CH3:23])[CH:21]=1)([CH3:15])([CH3:14])[CH3:13]. The catalyst is C1(C)C=CC=CC=1. The product is [C:12]([C:16]1[CH:17]=[C:18]([C:26]2[CH:34]=[C:33]([CH3:35])[CH:32]=[C:31]3[C:27]=2[CH2:28][C:29]([CH3:38])=[CH:30]3)[CH:19]=[C:20]([C:22]([CH3:25])([CH3:24])[CH3:23])[CH:21]=1)([CH3:13])([CH3:14])[CH3:15]. The yield is 0.970. (4) The reactants are C([C@@H]1N(C(=O)C2C=CC(OC3C=CC=CC=3)=CC=2)C[C@H](CC(C)C)NC1=O)C(C)C.[C:31]1([C@@H:37]2[NH:42][C:41](=[O:43])[C@H:40]([CH2:44][CH2:45][CH3:46])[NH:39][CH2:38]2)[CH:36]=[CH:35][CH:34]=[CH:33][CH:32]=1.[C:47]1([C@@H:53]2[CH2:55][C@H:54]2[C:56](O)=[O:57])[CH:52]=[CH:51][CH:50]=[CH:49][CH:48]=1. No catalyst specified. The product is [C:31]1([C@@H:37]2[NH:42][C:41](=[O:43])[C@H:40]([CH2:44][CH2:45][CH3:46])[N:39]([C:56]([C@@H:54]3[CH2:55][C@H:53]3[C:47]3[CH:52]=[CH:51][CH:50]=[CH:49][CH:48]=3)=[O:57])[CH2:38]2)[CH:32]=[CH:33][CH:34]=[CH:35][CH:36]=1. The yield is 0.140. (5) The reactants are C(OP([CH2:9][C:10]([O:12][CH2:13][CH3:14])=[O:11])(OCC)=O)C.[H-].[Na+].[Br:17][C:18]1[O:22][C:21]([CH:23]=O)=[CH:20][CH:19]=1. The catalyst is CN(C)C=O. The product is [Br:17][C:18]1[O:22][C:21](/[CH:23]=[CH:9]/[C:10]([O:12][CH2:13][CH3:14])=[O:11])=[CH:20][CH:19]=1. The yield is 0.960.